Dataset: Forward reaction prediction with 1.9M reactions from USPTO patents (1976-2016). Task: Predict the product of the given reaction. (1) Given the reactants C(OC([NH:8][C@H:9]([C:35]([O:37][CH3:38])=[O:36])[CH2:10][C:11]1[CH:16]=[CH:15][C:14]([CH2:17][O:18][CH2:19][C:20]2[CH:25]=[CH:24][CH:23]=[C:22]([N:26](C(OC(C)(C)C)=O)[CH3:27])[N:21]=2)=[CH:13][CH:12]=1)=O)(C)(C)C.C(O)(C(F)(F)F)=O.N, predict the reaction product. The product is: [CH3:27][NH:26][C:22]1[N:21]=[C:20]([CH2:19][O:18][CH2:17][C:14]2[CH:13]=[CH:12][C:11]([CH2:10][C@@H:9]([C:35]([O:37][CH3:38])=[O:36])[NH2:8])=[CH:16][CH:15]=2)[CH:25]=[CH:24][CH:23]=1. (2) Given the reactants [Br:1][C:2]([Br:17])=[CH:3][C:4]1[CH:9]=[C:8]([O:10][CH:11]([F:13])[F:12])[CH:7]=[CH:6][C:5]=1[N+:14]([O-])=O.O.O.[Sn](Cl)Cl, predict the reaction product. The product is: [Br:1][C:2]([Br:17])=[CH:3][C:4]1[CH:9]=[C:8]([O:10][CH:11]([F:12])[F:13])[CH:7]=[CH:6][C:5]=1[NH2:14].